From a dataset of Forward reaction prediction with 1.9M reactions from USPTO patents (1976-2016). Predict the product of the given reaction. (1) Given the reactants C1[C@@H]2[C@H]3[C@@H]4C([N:12]([NH:15][C:16]([C:18]5[CH:23]=[CH:22][C:21]([C:24]([F:27])([F:26])[F:25])=[CH:20][CH:19]=5)=[O:17])C(=O)[C@@H]4[C@@H]([C@H]12)C=C3)=O.O.C1CC=CC=CC=1.C1(=O)OC(=O)C=C1.NN.FC(F)(F)C1C=CC(C(OC)=O)=CC=1, predict the reaction product. The product is: [F:25][C:24]([F:26])([F:27])[C:21]1[CH:22]=[CH:23][C:18]([C:16]([NH:15][NH2:12])=[O:17])=[CH:19][CH:20]=1. (2) Given the reactants [Cl:1][C:2]1[CH:3]=[C:4]([S:9]([NH:12][CH2:13][C:14]2[N:15]=[CH:16][C:17]([C:20]([O:22]C)=[O:21])=[N:18][CH:19]=2)(=[O:11])=[O:10])[CH:5]=[CH:6][C:7]=1[F:8].[OH-].[K+], predict the reaction product. The product is: [Cl:1][C:2]1[CH:3]=[C:4]([S:9]([NH:12][CH2:13][C:14]2[N:15]=[CH:16][C:17]([C:20]([OH:22])=[O:21])=[N:18][CH:19]=2)(=[O:10])=[O:11])[CH:5]=[CH:6][C:7]=1[F:8]. (3) Given the reactants [CH3:1][O:2][C:3]1[CH:21]=[CH:20][C:6]([C:7]([C:9]2[C:18](=[O:19])[C:17]3[C:12](=[N:13][CH:14]=[CH:15][CH:16]=3)[NH:11][CH:10]=2)=[O:8])=[CH:5][C:4]=1[CH3:22].[Br:23][C:24]1[CH:29]=[CH:28][CH:27]=[C:26]([CH2:30]Br)[CH:25]=1, predict the reaction product. The product is: [Br:23][C:24]1[CH:25]=[C:26]([CH:27]=[CH:28][CH:29]=1)[CH2:30][N:11]1[C:12]2[C:17](=[CH:16][CH:15]=[CH:14][N:13]=2)[C:18](=[O:19])[C:9]([C:7](=[O:8])[C:6]2[CH:20]=[CH:21][C:3]([O:2][CH3:1])=[C:4]([CH3:22])[CH:5]=2)=[CH:10]1. (4) Given the reactants Cl.[NH2:2][C:3]1[C:4]([N:9]2[CH2:13][CH2:12]C(C)(C)[C:10]2=[O:16])=[N:5][N:6]([CH3:8])[CH:7]=1.[C:17]([O:21][C:22]([N:24]([CH2:39][C:40]([F:43])([F:42])[F:41])[C:25]1[CH:30]=[C:29]([C:31]2[O:32][CH:33]=[C:34]([C:36](O)=[O:37])[N:35]=2)[CH:28]=[CH:27][N:26]=1)=[O:23])([CH3:20])([CH3:19])[CH3:18].Cl.C[N:46](C)CCCN=C=NCC.O.ON1C2C=CC=CC=2N=N1, predict the reaction product. The product is: [CH3:8][N:6]1[CH:7]=[C:3]([NH:2][C:36]([C:34]2[N:35]=[C:31]([C:29]3[CH:28]=[CH:27][N:26]=[C:25]([N:24]([CH2:39][C:40]([F:43])([F:42])[F:41])[C:22](=[O:23])[O:21][C:17]([CH3:20])([CH3:19])[CH3:18])[CH:30]=3)[O:32][CH:33]=2)=[O:37])[C:4]([N:9]2[CH2:13][CH2:12][NH:46][C:10]2=[O:16])=[N:5]1. (5) The product is: [C:22]([NH:26][C:19]([C:11]1[CH:12]=[C:13]([N:14]2[CH:15]=[CH:16][CH:17]=[CH:18]2)[N:9]([C:6]2[CH:7]=[N:8][C:3]([O:2][CH3:1])=[CH:4][CH:5]=2)[N:10]=1)=[O:21])([CH3:25])([CH3:24])[CH3:23]. Given the reactants [CH3:1][O:2][C:3]1[N:8]=[CH:7][C:6]([N:9]2[C:13]([N:14]3[CH:18]=[CH:17][CH:16]=[CH:15]3)=[CH:12][C:11]([C:19]([OH:21])=O)=[N:10]2)=[CH:5][CH:4]=1.[C:22]([NH2:26])([CH3:25])([CH3:24])[CH3:23], predict the reaction product. (6) Given the reactants [Mn]([O-])(=O)(=O)=O.C([N+](CC)(CC)CC)C1C=CC=CC=1.[CH2:20]([O:27][C:28]1[CH:33]=[CH:32][C:31]([NH:34][C:35]([NH:37][CH2:38][CH2:39][CH:40]([CH3:42])[CH3:41])=S)=[CH:30][CH:29]=1)[C:21]1[CH:26]=[CH:25][CH:24]=[CH:23][CH:22]=1.[CH3:43][N:44]([CH3:51])[CH2:45][C:46]([CH3:50])([CH3:49])[CH2:47][NH2:48], predict the reaction product. The product is: [CH2:20]([O:27][C:28]1[CH:33]=[CH:32][C:31]([NH:34][C:35]([NH:48][CH2:47][C:46]([CH3:50])([CH3:49])[CH2:45][N:44]([CH3:51])[CH3:43])=[N:37][CH2:38][CH2:39][CH:40]([CH3:42])[CH3:41])=[CH:30][CH:29]=1)[C:21]1[CH:26]=[CH:25][CH:24]=[CH:23][CH:22]=1. (7) Given the reactants Cl.[CH3:2][N:3]1[CH2:8][CH2:7][N:6]([CH2:9][C:10]2[CH:18]=[CH:17][C:13]([C:14](Cl)=[O:15])=[CH:12][CH:11]=2)[CH2:5][CH2:4]1.[CH3:19][C:20]1[CH:25]=[CH:24][C:23]([NH2:26])=[CH:22][C:21]=1[NH:27][C:28]1[N:33]=[C:32]([C:34]2[CH:35]=[N:36][CH:37]=[CH:38][CH:39]=2)[CH:31]=[CH:30][N:29]=1.C(=O)([O-])[O-].[K+].[K+], predict the reaction product. The product is: [CH3:19][C:20]1[CH:25]=[CH:24][C:23]([NH:26][C:14]([C:13]2[CH:12]=[CH:11][C:10]([CH2:9][N:6]3[CH2:7][CH2:8][N:3]([CH3:2])[CH2:4][CH2:5]3)=[CH:18][CH:17]=2)=[O:15])=[CH:22][C:21]=1[NH:27][C:28]1[N:29]=[CH:30][CH:31]=[C:32]([C:34]2[CH:39]=[CH:38][CH:37]=[N:36][CH:35]=2)[N:33]=1.